Dataset: Merck oncology drug combination screen with 23,052 pairs across 39 cell lines. Task: Regression. Given two drug SMILES strings and cell line genomic features, predict the synergy score measuring deviation from expected non-interaction effect. Drug 1: Cn1nnc2c(C(N)=O)ncn2c1=O. Drug 2: CC(C)CC(NC(=O)C(Cc1ccccc1)NC(=O)c1cnccn1)B(O)O. Cell line: PA1. Synergy scores: synergy=-9.68.